From a dataset of Catalyst prediction with 721,799 reactions and 888 catalyst types from USPTO. Predict which catalyst facilitates the given reaction. (1) Reactant: [CH2:1]([NH:4][C:5]1[C:14]2[C:9](=[CH:10][CH:11]=[C:12]([N+:15]([O-:17])=[O:16])[CH:13]=2)[N:8]=[C:7](Cl)[N:6]=1)[CH:2]=[CH2:3].Cl.[N:20]1([C:26]([CH2:28][CH2:29][NH2:30])=[O:27])[CH2:25][CH2:24][CH2:23][CH2:22][CH2:21]1.C(N(CC)CC)C.O. Product: [CH2:1]([NH:4][C:5]1[C:14]2[C:9](=[CH:10][CH:11]=[C:12]([N+:15]([O-:17])=[O:16])[CH:13]=2)[N:8]=[C:7]([NH:30][CH2:29][CH2:28][C:26]([N:20]2[CH2:25][CH2:24][CH2:23][CH2:22][CH2:21]2)=[O:27])[N:6]=1)[CH:2]=[CH2:3]. The catalyst class is: 10. (2) Reactant: [NH2:1][C:2]1[CH:3]=[CH:4][C:5]([O:13][CH:14]([C:21]2[CH:26]=[CH:25][CH:24]=[CH:23][CH:22]=2)[C:15]2[CH:20]=[CH:19][CH:18]=[CH:17][CH:16]=2)=[C:6]([C:8](=O)[CH:9]([CH3:11])[CH3:10])[CH:7]=1.C(N(C(C)C)CC)(C)C.C1C(=O)N(OC(ON2C(=O)CCC2=O)=O)[C:38](=[O:39])C1.[CH2:54]([O:56][C:57]1[CH:58]=[C:59]([CH:61]=[CH:62][C:63]=1[O:64][CH2:65][CH3:66])[NH2:60])[CH3:55]. Product: [CH:14]([O:13][C:5]1[CH:4]=[CH:3][C:2]([NH:1][C:38]([NH:60][C:59]2[CH:61]=[CH:62][C:63]([O:64][CH2:65][CH3:66])=[C:57]([O:56][CH2:54][CH3:55])[CH:58]=2)=[O:39])=[CH:7][C:6]=1[CH2:8][CH:9]([CH3:11])[CH3:10])([C:15]1[CH:20]=[CH:19][CH:18]=[CH:17][CH:16]=1)[C:21]1[CH:26]=[CH:25][CH:24]=[CH:23][CH:22]=1. The catalyst class is: 47.